The task is: Predict which catalyst facilitates the given reaction.. This data is from Catalyst prediction with 721,799 reactions and 888 catalyst types from USPTO. (1) Product: [CH3:48][N:49]1[CH2:54][CH2:53][N:52]([C:55]2[N:60]=[CH:59][C:58]([C:61]3[CH:70]=[C:69]([C:71]([NH:1][C@H:2]4[CH2:7][CH2:6][C@H:5]([CH2:8][NH:9][C:10](=[O:16])[O:11][C:12]([CH3:13])([CH3:15])[CH3:14])[CH2:4][CH2:3]4)=[O:72])[C:68]4[C:63](=[CH:64][CH:65]=[CH:66][CH:67]=4)[N:62]=3)=[CH:57][CH:56]=2)[CH2:51][CH2:50]1. Reactant: [NH2:1][C@H:2]1[CH2:7][CH2:6][C@H:5]([CH2:8][NH:9][C:10](=[O:16])[O:11][C:12]([CH3:15])([CH3:14])[CH3:13])[CH2:4][CH2:3]1.CCN(C(C)C)C(C)C.CN(C(ON1N=NC2C=CC=CC1=2)=[N+](C)C)C.[B-](F)(F)(F)F.[CH3:48][N:49]1[CH2:54][CH2:53][N:52]([C:55]2[N:60]=[CH:59][C:58]([C:61]3[CH:70]=[C:69]([C:71](O)=[O:72])[C:68]4[C:63](=[CH:64][CH:65]=[CH:66][CH:67]=4)[N:62]=3)=[CH:57][CH:56]=2)[CH2:51][CH2:50]1. The catalyst class is: 656. (2) Reactant: [C:1]([C:4]1[CH:13]=[C:12]([NH:14][CH2:15][C:16]([O:18]C(C)(C)C)=[O:17])[C:11]2[C:6](=[CH:7][CH:8]=[C:9]([C:23]([F:26])([F:25])[F:24])[CH:10]=2)[N:5]=1)(=[O:3])[NH2:2].C1(SC)C=CC=CC=1.FC(F)(F)C(O)=O. Product: [C:1]([C:4]1[CH:13]=[C:12]([NH:14][CH2:15][C:16]([OH:18])=[O:17])[C:11]2[C:6](=[CH:7][CH:8]=[C:9]([C:23]([F:24])([F:25])[F:26])[CH:10]=2)[N:5]=1)(=[O:3])[NH2:2]. The catalyst class is: 158. (3) Reactant: [C:1]1([CH3:21])[CH:6]=[CH:5][CH:4]=[C:3]([S:7]([N:10]2[CH2:19][CH2:18][CH2:17][C:16]3[N:15]=[CH:14][C:13]([NH2:20])=[CH:12][C:11]2=3)(=[O:9])=[O:8])[CH:2]=1.[C:22]1([C@H:28]([CH3:32])[C:29](O)=[O:30])[CH:27]=[CH:26][CH:25]=[CH:24][CH:23]=1.C(N(CC)C(C)C)(C)C.F[P-](F)(F)(F)(F)F.N1(OC(N(C)C)=[N+](C)C)C2N=CC=CC=2N=N1. Product: [C:22]1([C@H:28]([CH3:32])[C:29]([NH:20][C:13]2[CH:14]=[N:15][C:16]3[CH2:17][CH2:18][CH2:19][N:10]([S:7]([C:3]4[CH:2]=[C:1]([CH3:21])[CH:6]=[CH:5][CH:4]=4)(=[O:9])=[O:8])[C:11]=3[CH:12]=2)=[O:30])[CH:27]=[CH:26][CH:25]=[CH:24][CH:23]=1. The catalyst class is: 42. (4) Reactant: CC[C:3](C)=[O:4].[C:6]([O:10][C:11]12[CH2:20]C3CC(CC(O)(C3)C1)[CH2:18]2)(=[O:9])[CH:7]=C.CC(N=NC(C#N)(C)C)(C#N)C. Product: [CH3:20][CH:11]([O:10][C:6]([CH3:7])=[O:9])[CH2:18][O:4][CH3:3]. The catalyst class is: 5.